This data is from Reaction yield outcomes from USPTO patents with 853,638 reactions. The task is: Predict the reaction yield, written as a fraction of the theoretical maximum amount of product (1.0 means a 100% yield; for example, 0.34 means a 34% yield). (1) The reactants are C1(C)C=CC(S(O)(=O)=O)=CC=1.C1C=CC=CC=1.[Cl-].[N:25]1[CH:30]=[CH:29][CH:28]=[CH:27][C:26]=1[N+:25]1[CH:30]=[CH:29][CH:28]=[CH:27][CH:26]=1.[NH2:31][C:32]1[CH:33]=[C:34]([CH:47]=[CH:48][CH:49]=1)[C:35]([NH:37][C:38]1[CH:43]=[CH:42][C:41]([N+:44]([O-:46])=[O:45])=[CH:40][CH:39]=1)=[O:36]. The catalyst is CN1CCCC1=O. The product is [N+:44]([C:41]1[CH:40]=[CH:39][C:38]([NH:37][C:35](=[O:36])[C:34]2[CH:47]=[CH:48][CH:49]=[C:32]([NH:31][C:28]3[CH:27]=[CH:26][N:25]=[CH:30][CH:29]=3)[CH:33]=2)=[CH:43][CH:42]=1)([O-:46])=[O:45]. The yield is 0.550. (2) The reactants are [N+:1]([C:4]1[CH:5]=[C:6]([CH:9]=[CH:10][CH:11]=1)[CH:7]=O)([O-:3])=[O:2].[CH2:12]([CH2:14][NH2:15])[OH:13].[BH4-].[Na+].O. The catalyst is C(O)C. The product is [N+:1]([C:4]1[CH:5]=[C:6]([CH:9]=[CH:10][CH:11]=1)[CH2:7][NH:15][CH2:14][CH2:12][OH:13])([O-:3])=[O:2]. The yield is 0.920. (3) The reactants are [C:1]([CH:4]([C:13]([O:15][CH2:16][C:17]1[CH:22]=[CH:21][CH:20]=[CH:19][CH:18]=1)=[O:14])[CH2:5][CH:6]=[CH:7][C:8]([O:10][CH2:11][CH3:12])=[O:9])(=[O:3])[CH3:2].[N+:23](/[CH:26]=[CH:27]/[C:28]1[CH:33]=[CH:32][CH:31]=[CH:30][CH:29]=1)([O-:25])=[O:24]. The catalyst is C(OCC)C. The product is [CH2:11]([O:10][C:8]([CH2:7][C@@H:6]1[CH2:5][C@@:4]([C:1](=[O:3])[CH3:2])([C:13]([O:15][CH2:16][C:17]2[CH:22]=[CH:21][CH:20]=[CH:19][CH:18]=2)=[O:14])[C@@H:27]([C:28]2[CH:33]=[CH:32][CH:31]=[CH:30][CH:29]=2)[C@@H:26]1[N+:23]([O-:25])=[O:24])=[O:9])[CH3:12]. The yield is 0.910. (4) The reactants are [C:1]([O:20]C)(=[O:19])[CH2:2][CH2:3][CH2:4][CH2:5][CH2:6][CH2:7][CH2:8]/[CH:9]=[CH:10]\[C:11]#[C:12][CH2:13][CH2:14][CH2:15][CH2:16][CH2:17][CH3:18].[OH-].[Na+]. The catalyst is CO. The product is [C:1]([OH:20])(=[O:19])[CH2:2][CH2:3][CH2:4][CH2:5][CH2:6][CH2:7][CH2:8]/[CH:9]=[CH:10]\[C:11]#[C:12][CH2:13][CH2:14][CH2:15][CH2:16][CH2:17][CH3:18]. The yield is 0.890. (5) The reactants are [CH:1]1([CH2:6][CH:7]([C:18]2[NH:32][C:21]3=[N:22][CH:23]=[C:24]([CH2:26][C:27]([N:29]([CH3:31])[CH3:30])=O)[CH:25]=[C:20]3[CH:19]=2)[C:8]2[CH:13]=[CH:12][C:11]([S:14]([CH3:17])(=[O:16])=[O:15])=[CH:10][CH:9]=2)[CH2:5][CH2:4][CH2:3][CH2:2]1.[H-].[Al+3].[Li+].[H-].[H-].[H-]. The catalyst is O1CCCC1. The product is [CH:1]1([CH2:6][CH:7]([C:18]2[NH:32][C:21]3=[N:22][CH:23]=[C:24]([CH2:26][CH2:27][N:29]([CH3:30])[CH3:31])[CH:25]=[C:20]3[CH:19]=2)[C:8]2[CH:13]=[CH:12][C:11]([S:14]([CH3:17])(=[O:16])=[O:15])=[CH:10][CH:9]=2)[CH2:5][CH2:4][CH2:3][CH2:2]1. The yield is 0.500. (6) The reactants are [N:1]([C:4]1[CH:5]=[C:6]2[C:10](=[CH:11][CH:12]=1)[CH2:9][CH2:8][CH2:7]2)=[C:2]=[O:3].[NH2:13][C:14]1[CH:19]=[CH:18][C:17]([C:20]2[O:24][C:23]([C:25]([NH:27][CH:28]([CH:33]([CH3:35])[CH3:34])[C:29]([O:31][CH3:32])=[O:30])=[O:26])=[N:22][CH:21]=2)=[CH:16][CH:15]=1. No catalyst specified. The product is [CH2:9]1[C:10]2[C:6](=[CH:5][C:4]([NH:1][C:2](=[O:3])[NH:13][C:14]3[CH:19]=[CH:18][C:17]([C:20]4[O:24][C:23]([C:25]([NH:27][C@@H:28]([CH:33]([CH3:35])[CH3:34])[C:29]([O:31][CH3:32])=[O:30])=[O:26])=[N:22][CH:21]=4)=[CH:16][CH:15]=3)=[CH:12][CH:11]=2)[CH2:7][CH2:8]1. The yield is 0.920. (7) No catalyst specified. The reactants are [C:1]([O:4][C@@H:5]1[C@@H:10]([O:11][C:12](=[O:14])[CH3:13])[C@@H:9]([O:15][C:16](=[O:18])[CH3:17])[C@@H:8]([CH2:19][O:20][C:21](=[O:23])[CH3:22])[O:7][C@:6]21[C:31]1[C:26](=[CH:27][C:28]([Cl:34])=[C:29]([CH2:32]Cl)[CH:30]=1)[CH2:25][O:24]2)(=[O:3])[CH3:2].[Si:35]([O:42][C:43]1[CH:48]=[CH:47][C:46](B(O)O)=[CH:45][CH:44]=1)([C:38]([CH3:41])([CH3:40])[CH3:39])([CH3:37])[CH3:36]. The product is [C:1]([O:4][C@@H:5]1[C@@H:10]([O:11][C:12](=[O:14])[CH3:13])[C@@H:9]([O:15][C:16](=[O:18])[CH3:17])[C@@H:8]([CH2:19][O:20][C:21](=[O:23])[CH3:22])[O:7][C@:6]21[C:31]1[C:26](=[CH:27][C:28]([Cl:34])=[C:29]([CH2:32][C:46]3[CH:47]=[CH:48][C:43]([O:42][Si:35]([C:38]([CH3:41])([CH3:40])[CH3:39])([CH3:37])[CH3:36])=[CH:44][CH:45]=3)[CH:30]=1)[CH2:25][O:24]2)(=[O:3])[CH3:2]. The yield is 0.155. (8) The reactants are Br[C:2]1[CH:3]=[CH:4][C:5]2[N:6]([C:8]([C:12]3[S:13][C:14]([C:23]4[N:27]=[CH:26][N:25]([CH:28]5[CH2:33][CH2:32][CH2:31][CH2:30][O:29]5)[N:24]=4)=[C:15]([C:17]4[CH:22]=[CH:21][CH:20]=[CH:19][CH:18]=4)[N:16]=3)=[C:9]([CH3:11])[N:10]=2)[CH:7]=1.[F:34][C:35]1[CH:40]=[CH:39][CH:38]=[C:37]([O:41][CH3:42])[C:36]=1B(O)O.C(=O)([O-])[O-].[Cs+].[Cs+].CCOC(C)=O. The catalyst is COCCOC.O. The product is [F:34][C:35]1[CH:40]=[CH:39][CH:38]=[C:37]([O:41][CH3:42])[C:36]=1[C:2]1[CH:3]=[CH:4][C:5]2[N:6]([C:8]([C:12]3[S:13][C:14]([C:23]4[N:27]=[CH:26][N:25]([CH:28]5[CH2:33][CH2:32][CH2:31][CH2:30][O:29]5)[N:24]=4)=[C:15]([C:17]4[CH:22]=[CH:21][CH:20]=[CH:19][CH:18]=4)[N:16]=3)=[C:9]([CH3:11])[N:10]=2)[CH:7]=1. The yield is 0.920.